This data is from Tox21: 12 toxicity assays (nuclear receptors and stress response pathways). The task is: Binary classification across 12 toxicity assays. (1) It tested positive (active) for: NR-Aromatase (Aromatase enzyme inhibition). The molecule is CN(C)CCOc1ccc(/C(=C(/CCCl)c2ccccc2)c2ccccc2)cc1.O=C(O)CC(O)(CC(=O)O)C(=O)O. (2) It tested positive (active) for: NR-Aromatase (Aromatase enzyme inhibition), SR-ARE (Antioxidant Response Element (oxidative stress)), and SR-MMP (Mitochondrial Membrane Potential disruption). The compound is CCCCCCCCCCCCCCn1cc[n+](C)c1. (3) The drug is Oc1c(Cl)cc(Cl)c(Cl)c1Cl. It tested positive (active) for: NR-AhR (Aryl hydrocarbon Receptor agonist activity), SR-ARE (Antioxidant Response Element (oxidative stress)), SR-MMP (Mitochondrial Membrane Potential disruption), and SR-p53 (p53 tumor suppressor activation). (4) The compound is O=C1C(=O)c2ncccc2-c2cccnc21. It tested positive (active) for: NR-AhR (Aryl hydrocarbon Receptor agonist activity), NR-Aromatase (Aromatase enzyme inhibition), and SR-p53 (p53 tumor suppressor activation). (5) The drug is N[C@@H](Cc1c[nH]c2ccc(O)cc12)C(=O)O. It tested positive (active) for: NR-AhR (Aryl hydrocarbon Receptor agonist activity). (6) It tested positive (active) for: NR-ER (Estrogen Receptor agonist activity), and NR-ER-LBD (Estrogen Receptor Ligand Binding Domain agonist). The compound is O=NN(c1ccccc1)c1ccccc1.